Dataset: Forward reaction prediction with 1.9M reactions from USPTO patents (1976-2016). Task: Predict the product of the given reaction. Given the reactants Cl.[NH2:2][C@H:3]1[CH2:8][CH2:7][C@H:6]([NH:9][C:10]([C:12]2[C:16]3=[N:17][CH:18]=[CH:19][C:20]([C:21]4[CH:26]=[C:25]([O:27][CH3:28])[C:24]([F:29])=[CH:23][C:22]=4[O:30][CH2:31][CH:32]4[CH2:34][CH2:33]4)=[C:15]3[NH:14][C:13]=2[CH3:35])=[O:11])[CH2:5][CH2:4]1.[CH3:36][O:37][CH2:38][C:39](Cl)=[O:40], predict the reaction product. The product is: [CH:32]1([CH2:31][O:30][C:22]2[CH:23]=[C:24]([F:29])[C:25]([O:27][CH3:28])=[CH:26][C:21]=2[C:20]2[CH:19]=[CH:18][N:17]=[C:16]3[C:12]([C:10]([NH:9][C@H:6]4[CH2:7][CH2:8][C@H:3]([NH:2][C:39](=[O:40])[CH2:38][O:37][CH3:36])[CH2:4][CH2:5]4)=[O:11])=[C:13]([CH3:35])[NH:14][C:15]=23)[CH2:33][CH2:34]1.